This data is from Full USPTO retrosynthesis dataset with 1.9M reactions from patents (1976-2016). The task is: Predict the reactants needed to synthesize the given product. (1) Given the product [CH3:36][Si:35]([C:33]#[C:34][C:7]1[CH:12]=[CH:11][C:10]([CH2:13][CH2:14][CH2:15][CH2:16][CH2:17][C:18]([O:20][CH3:21])=[O:19])=[CH:9][CH:8]=1)([CH3:38])[CH3:37], predict the reactants needed to synthesize it. The reactants are: FC(F)(F)S(O[C:7]1[CH:12]=[CH:11][C:10]([CH2:13][CH2:14][CH2:15][CH2:16][CH2:17][C:18]([O:20][CH3:21])=[O:19])=[CH:9][CH:8]=1)(=O)=O.C(N(CC)C(C)C)(C)C.[C:33]([Si:35]([CH3:38])([CH3:37])[CH3:36])#[CH:34].O. (2) Given the product [Cl:40][C:35]1[CH:34]=[C:33]([C:32]2[O:31][C:30]([C:41]([O:43][CH2:44][CH3:45])=[O:42])=[CH:29][C:28]=2[C:4]2[CH:5]=[C:6]([F:8])[CH:7]=[C:2]([Cl:1])[CH:3]=2)[CH:38]=[CH:37][C:36]=1[F:39], predict the reactants needed to synthesize it. The reactants are: [Cl:1][C:2]1[CH:3]=[C:4](C2C=C(C(OCC)=O)OC=2C2C=CC=C(C#N)C=2)[CH:5]=[C:6]([F:8])[CH:7]=1.Br[C:28]1[CH:29]=[C:30]([C:41]([O:43][CH2:44][CH3:45])=[O:42])[O:31][C:32]=1[C:33]1[CH:38]=[CH:37][C:36]([F:39])=[C:35]([Cl:40])[CH:34]=1. (3) Given the product [CH3:8][C:6]1[CH:5]=[C:4]([CH3:9])[C:3]2[N:10]([CH2:11][C:12]([N:14]([CH3:16])[CH3:15])=[O:13])[C:18](=[O:20])[NH:1][C:2]=2[CH:7]=1, predict the reactants needed to synthesize it. The reactants are: [NH2:1][C:2]1[CH:7]=[C:6]([CH3:8])[CH:5]=[C:4]([CH3:9])[C:3]=1[NH:10][CH2:11][C:12]([N:14]([CH3:16])[CH3:15])=[O:13].Cl[C:18](Cl)([O:20]C(=O)OC(Cl)(Cl)Cl)Cl. (4) Given the product [OH:2][C:3]1[CH:8]=[CH:7][C:6]([CH2:9][CH2:10][Cl:1])=[CH:5][CH:4]=1, predict the reactants needed to synthesize it. The reactants are: [ClH:1].[OH:2][C:3]1[CH:8]=[CH:7][C:6]([CH2:9][CH2:10]O)=[CH:5][CH:4]=1. (5) Given the product [NH2:23][C:22]([C:11]1[C:12]2[N:13]([CH3:21])[C:14](=[O:20])[N:15]([CH3:19])[C:16](=[O:18])[C:17]=2[N:9]([CH2:8][C:7]2[CH:38]=[CH:39][CH:40]=[CH:41][C:6]=2[Cl:5])[C:10]=1[N:24]1[CH2:29][CH2:28][CH2:27][C@@H:26]([NH:30][C:31](=[O:37])[O:32][C:33]([CH3:34])([CH3:35])[CH3:36])[CH2:25]1)=[O:43], predict the reactants needed to synthesize it. The reactants are: CS(C)=O.[Cl:5][C:6]1[CH:41]=[CH:40][CH:39]=[CH:38][C:7]=1[CH2:8][N:9]1[C:17]2[C:16](=[O:18])[N:15]([CH3:19])[C:14](=[O:20])[N:13]([CH3:21])[C:12]=2[C:11]([C:22]#[N:23])=[C:10]1[N:24]1[CH2:29][CH2:28][CH2:27][C@@H:26]([NH:30][C:31](=[O:37])[O:32][C:33]([CH3:36])([CH3:35])[CH3:34])[CH2:25]1.C(=O)([O-])[O-:43].[K+].[K+].OO.